From a dataset of NCI-60 drug combinations with 297,098 pairs across 59 cell lines. Regression. Given two drug SMILES strings and cell line genomic features, predict the synergy score measuring deviation from expected non-interaction effect. (1) Drug 1: C1=CC(=C2C(=C1NCCNCCO)C(=O)C3=C(C=CC(=C3C2=O)O)O)NCCNCCO. Synergy scores: CSS=40.9, Synergy_ZIP=4.99, Synergy_Bliss=6.34, Synergy_Loewe=6.85, Synergy_HSA=8.64. Drug 2: CC1=C(C(=O)C2=C(C1=O)N3CC4C(C3(C2COC(=O)N)OC)N4)N. Cell line: MDA-MB-231. (2) Drug 1: CC1=C2C(C(=O)C3(C(CC4C(C3C(C(C2(C)C)(CC1OC(=O)C(C(C5=CC=CC=C5)NC(=O)C6=CC=CC=C6)O)O)OC(=O)C7=CC=CC=C7)(CO4)OC(=O)C)O)C)OC(=O)C. Drug 2: CC1=C2C(C(=O)C3(C(CC4C(C3C(C(C2(C)C)(CC1OC(=O)C(C(C5=CC=CC=C5)NC(=O)OC(C)(C)C)O)O)OC(=O)C6=CC=CC=C6)(CO4)OC(=O)C)O)C)O. Cell line: NCI-H322M. Synergy scores: CSS=-1.79, Synergy_ZIP=-1.58, Synergy_Bliss=-3.96, Synergy_Loewe=-8.90, Synergy_HSA=-7.49. (3) Drug 1: COC1=NC(=NC2=C1N=CN2C3C(C(C(O3)CO)O)O)N. Drug 2: CC1CCC2CC(C(=CC=CC=CC(CC(C(=O)C(C(C(=CC(C(=O)CC(OC(=O)C3CCCCN3C(=O)C(=O)C1(O2)O)C(C)CC4CCC(C(C4)OC)O)C)C)O)OC)C)C)C)OC. Cell line: BT-549. Synergy scores: CSS=6.88, Synergy_ZIP=-0.827, Synergy_Bliss=-0.0451, Synergy_Loewe=-39.1, Synergy_HSA=-4.06. (4) Drug 1: CC1C(C(CC(O1)OC2CC(OC(C2O)C)OC3=CC4=CC5=C(C(=O)C(C(C5)C(C(=O)C(C(C)O)O)OC)OC6CC(C(C(O6)C)O)OC7CC(C(C(O7)C)O)OC8CC(C(C(O8)C)O)(C)O)C(=C4C(=C3C)O)O)O)O. Drug 2: C(=O)(N)NO. Cell line: SNB-19. Synergy scores: CSS=30.0, Synergy_ZIP=-0.504, Synergy_Bliss=-0.697, Synergy_Loewe=-34.5, Synergy_HSA=-0.699.